This data is from Forward reaction prediction with 1.9M reactions from USPTO patents (1976-2016). The task is: Predict the product of the given reaction. (1) Given the reactants O[CH:2](O)[C:3]([C:5]1[C:13]([C:14]([F:17])([F:16])[F:15])=[CH:12][C:8]([C:9]([NH2:11])=[O:10])=[CH:7][N:6]=1)=O.[Cl:19][C:20]1[CH:25]=[CH:24][N:23]=[C:22]([NH2:26])[C:21]=1[NH2:27].C([O-])(O)=O.[Na+], predict the reaction product. The product is: [Cl:19][C:20]1[C:21]2[C:22](=[N:26][C:3]([C:5]3[C:13]([C:14]([F:17])([F:16])[F:15])=[CH:12][C:8]([C:9]([NH2:11])=[O:10])=[CH:7][N:6]=3)=[CH:2][N:27]=2)[N:23]=[CH:24][CH:25]=1. (2) Given the reactants [OH:1][C:2]1[CH:7]=[CH:6][C:5]([CH2:8][C:9]([OH:11])=[O:10])=[CH:4][CH:3]=1.C(=O)([O-])[O-].[Cs+].[Cs+].[Br:18][CH2:19][CH2:20]Br.[CH2:22](OCC)C, predict the reaction product. The product is: [Br:18][CH2:19][CH2:20][O:1][C:2]1[CH:3]=[CH:4][C:5]([CH2:8][C:9]([O:11][CH3:22])=[O:10])=[CH:6][CH:7]=1.